This data is from Full USPTO retrosynthesis dataset with 1.9M reactions from patents (1976-2016). The task is: Predict the reactants needed to synthesize the given product. (1) Given the product [F:1][C:2]1[C:7]([F:8])=[CH:6][CH:5]=[CH:4][C:3]=1[CH2:9][CH2:10][C:11]1[CH:16]=[C:15]([OH:17])[N:14]2[N:18]=[C:19]([CH:21]=[O:22])[CH:20]=[C:13]2[N:12]=1, predict the reactants needed to synthesize it. The reactants are: [F:1][C:2]1[C:7]([F:8])=[CH:6][CH:5]=[CH:4][C:3]=1[CH2:9][CH2:10][C:11]1[CH:16]=[C:15]([OH:17])[N:14]2[N:18]=[C:19]([CH2:21][OH:22])[CH:20]=[C:13]2[N:12]=1. (2) Given the product [CH3:28][N:25]1[CH2:24][CH2:23][N:22]([C:4]2[N:3]=[C:2]([NH2:1])[N:7]=[C:6]([NH:8][CH:9]3[CH2:14][CH2:13][NH:12][CH2:11][CH2:10]3)[CH:5]=2)[CH2:27][CH2:26]1, predict the reactants needed to synthesize it. The reactants are: [NH2:1][C:2]1[N:7]=[C:6]([NH:8][CH:9]2[CH2:14][CH2:13][N:12](C(OC(C)(C)C)=O)[CH2:11][CH2:10]2)[CH:5]=[C:4]([N:22]2[CH2:27][CH2:26][N:25]([CH3:28])[CH2:24][CH2:23]2)[N:3]=1.C(O)(C(F)(F)F)=O. (3) Given the product [CH2:1]([O:3][C:4]1[CH:5]=[CH:6][C:7]([F:12])=[C:8]([CH:11]=1)/[CH:9]=[N:13]/[C:14]1[CH:21]=[CH:20][C:17]([C:18]#[N:19])=[CH:16][CH:15]=1)[CH3:2], predict the reactants needed to synthesize it. The reactants are: [CH2:1]([O:3][C:4]1[CH:5]=[CH:6][C:7]([F:12])=[C:8]([CH:11]=1)[CH:9]=O)[CH3:2].[NH2:13][C:14]1[CH:21]=[CH:20][C:17]([C:18]#[N:19])=[CH:16][CH:15]=1. (4) Given the product [NH2:31][CH2:30][C:28]1([CH2:32][NH:33][C:2]2[C:11]3[C:6](=[CH:7][CH:8]=[C:9]([CH3:12])[CH:10]=3)[N:5]=[C:4]([N:13]3[CH2:19][C:18]4[CH:20]=[CH:21][CH:22]=[CH:23][C:17]=4[S:16](=[O:25])(=[O:24])[CH2:15][CH2:14]3)[CH:3]=2)[CH2:29][S:26][CH2:27]1, predict the reactants needed to synthesize it. The reactants are: Cl[C:2]1[C:11]2[C:6](=[CH:7][CH:8]=[C:9]([CH3:12])[CH:10]=2)[N:5]=[C:4]([N:13]2[CH2:19][C:18]3[CH:20]=[CH:21][CH:22]=[CH:23][C:17]=3[S:16](=[O:25])(=[O:24])[CH2:15][CH2:14]2)[CH:3]=1.[S:26]1[CH2:29][C:28]([CH2:32][NH2:33])([CH2:30][NH2:31])[CH2:27]1.C1(P(C2C=CC=CC=2)C2C=CC3C(=CC=CC=3)C=2C2C3C(=CC=CC=3)C=CC=2P(C2C=CC=CC=2)C2C=CC=CC=2)C=CC=CC=1.CC(C)([O-])C.[Na+].